Dataset: Catalyst prediction with 721,799 reactions and 888 catalyst types from USPTO. Task: Predict which catalyst facilitates the given reaction. Reactant: [NH2:1][C:2]1[CH:7]=[CH:6][N:5]=[CH:4][CH:3]=1.C(N(CC)CC)C.[Cl-].ClC1N(C)CC[NH+]1C.[CH3:24][O:25][C:26]1[C:27](=[O:54])[C:28]([CH3:53])=[C:29]([CH2:35][C:36]2[CH:37]=[CH:38][C:39]([O:45][CH2:46][C:47]3[CH:48]=[N:49][CH:50]=[CH:51][CH:52]=3)=[C:40]([CH:44]=2)[C:41](O)=[O:42])[C:30](=[O:34])[C:31]=1[O:32][CH3:33]. Product: [N:5]1[CH:6]=[CH:7][C:2]([NH:1][C:41](=[O:42])[C:40]2[CH:44]=[C:36]([CH2:35][C:29]3[C:30](=[O:34])[C:31]([O:32][CH3:33])=[C:26]([O:25][CH3:24])[C:27](=[O:54])[C:28]=3[CH3:53])[CH:37]=[CH:38][C:39]=2[O:45][CH2:46][C:47]2[CH:48]=[N:49][CH:50]=[CH:51][CH:52]=2)=[CH:3][CH:4]=1. The catalyst class is: 2.